Predict which catalyst facilitates the given reaction. From a dataset of Catalyst prediction with 721,799 reactions and 888 catalyst types from USPTO. (1) Reactant: C[C:2]1[CH:11]=[CH:10][C:5]2[NH:6][C:7](=S)[O:8][C:4]=2[CH:3]=1.IC.C(=O)([O-])[O-].[K+].[K+]. Product: [O:8]1[C:4]2[CH:3]=[CH:2][CH:11]=[CH:10][C:5]=2[N:6]=[CH:7]1. The catalyst class is: 1. (2) Reactant: CCOC(C)=O.[CH3:7][C:8]1[CH:9]=[CH:10][C:11](S(O)(=O)=O)=[CH:12][CH:13]=1.O.[O:19]1C=CC=[N:20]1.[F-].[K+]. Product: [O:19]1[C:13]2[CH:12]=[CH:11][CH:10]=[CH:9][C:8]=2[CH:7]=[N:20]1. The catalyst class is: 6. (3) Reactant: [Br:1][C:2]1[CH:3]=[C:4]2[C:9](=[CH:10][CH:11]=1)[C:8](=[O:12])[NH:7][C:6](=[O:13])/[C:5]/2=[CH:14]/OC.[CH3:17][N:18]1[CH2:26][C:25]2[C:20](=[CH:21][CH:22]=[C:23]([NH2:27])[CH:24]=2)[CH2:19]1.C(N(CC)CC)C. Product: [Br:1][C:2]1[CH:3]=[C:4]2[C:9](=[CH:10][CH:11]=1)[C:8](=[O:12])[NH:7][C:6](=[O:13])/[C:5]/2=[CH:14]\[NH:27][C:23]1[CH:24]=[C:25]2[C:20](=[CH:21][CH:22]=1)[CH2:19][N:18]([CH3:17])[CH2:26]2. The catalyst class is: 9. (4) Reactant: [C:1]([O:5][C:6]([NH:8][C@H:9]([C:30]([O:32][CH3:33])=[O:31])[CH2:10][C:11]1[CH:16]=[CH:15][C:14]([CH:17]=[CH:18][CH2:19][C:20]2[CH:21]=[CH:22][C:23]3[O:24][CH2:25][CH2:26][NH:27][C:28]=3[N:29]=2)=[CH:13][CH:12]=1)=[O:7])([CH3:4])([CH3:3])[CH3:2]. Product: [C:1]([O:5][C:6]([NH:8][C@H:9]([C:30]([O:32][CH3:33])=[O:31])[CH2:10][C:11]1[CH:12]=[CH:13][C:14]([CH2:17][CH2:18][CH2:19][C:20]2[CH:21]=[CH:22][C:23]3[O:24][CH2:25][CH2:26][NH:27][C:28]=3[N:29]=2)=[CH:15][CH:16]=1)=[O:7])([CH3:4])([CH3:3])[CH3:2]. The catalyst class is: 29. (5) Reactant: Cl.[CH2:2]([O:4][C:5](=[O:12])[CH2:6][NH:7][C:8](=[O:11])[CH2:9][NH2:10])[CH3:3].C(N(CC)CC)C.O.O.[C:22]([O:26][C:27]([NH:29][C@H:30]([C:38](O)=[O:39])[CH2:31][CH:32]1[CH2:37][CH2:36][CH2:35][CH2:34][CH2:33]1)=[O:28])([CH3:25])([CH3:24])[CH3:23].O.ON1C2C=CC=CC=2N=N1.Cl.CN(CCCCN=C=NCC)C. Product: [CH2:2]([O:4][C:5](=[O:12])[CH2:6][NH:7][C:8](=[O:11])[CH2:9][NH:10][C:38](=[O:39])[C@H:30]([CH2:31][CH:32]1[CH2:37][CH2:36][CH2:35][CH2:34][CH2:33]1)[NH:29][C:27]([O:26][C:22]([CH3:25])([CH3:23])[CH3:24])=[O:28])[CH3:3]. The catalyst class is: 7. (6) Reactant: [CH3:1][O:2][C:3]1[CH:4]=[CH:5][CH:6]=[C:7]2[C:12]=1[NH:11][C:10](=[O:13])[CH2:9][CH2:8]2.[H-].[Na+].[H][H].[CH3:18]I. Product: [CH3:1][O:2][C:3]1[CH:4]=[CH:5][CH:6]=[C:7]2[C:12]=1[N:11]([CH3:18])[C:10](=[O:13])[CH2:9][CH2:8]2. The catalyst class is: 3. (7) Reactant: [N:1]1C(C=O)=C[C:4](C=O)=[CH:3][C:2]=1[CH:11]=O.[C:26]1(P([C:26]2[CH:31]=[CH:30][CH:29]=[CH:28][CH:27]=2)[C:26]2[CH:31]=[CH:30][CH:29]=[CH:28][CH:27]=2)[CH:31]=[CH:30][CH:29]=[CH:28][CH:27]=1.[CH2:32]([Li])CCC. Product: [CH:3]([C:2]1[CH:11]=[C:28]([CH:27]=[CH2:32])[CH:29]=[C:30]([CH:31]=[CH2:26])[N:1]=1)=[CH2:4]. The catalyst class is: 11. (8) Reactant: [Li+].CC([N-]C(C)C)C.[Cl:9][C:10]1[CH:15]=[C:14]([Cl:16])[CH:13]=[C:12]([Cl:17])[CH:11]=1.[CH:18](=[O:20])[CH3:19]. Product: [Cl:9][C:10]1[CH:15]=[C:14]([Cl:16])[CH:13]=[C:12]([Cl:17])[C:11]=1[CH:18]([OH:20])[CH3:19]. The catalyst class is: 1. (9) Reactant: [CH2:1]([O:3][C:4](=[O:23])[CH:5]([O:11][C:12]1[CH:20]=[C:19]2[C:15]([CH:16]=[C:17]([CH2:21][NH2:22])[NH:18]2)=[CH:14][CH:13]=1)[C:6]([O:8][CH2:9][CH3:10])=[O:7])[CH3:2].CCN(C(C)C)C(C)C.[C:33]1([S:39](Cl)(=[O:41])=[O:40])[CH:38]=[CH:37][CH:36]=[CH:35][CH:34]=1. Product: [CH2:9]([O:8][C:6](=[O:7])[CH:5]([O:11][C:12]1[CH:20]=[C:19]2[C:15]([CH:16]=[C:17]([CH2:21][NH:22][S:39]([C:33]3[CH:38]=[CH:37][CH:36]=[CH:35][CH:34]=3)(=[O:41])=[O:40])[NH:18]2)=[CH:14][CH:13]=1)[C:4]([O:3][CH2:1][CH3:2])=[O:23])[CH3:10]. The catalyst class is: 2. (10) Reactant: [CH2:1]([NH:3][C:4]1[CH:13]=[CH:12][C:11]([F:14])=[CH:10][C:5]=1[C:6]([O:8]C)=[O:7])[CH3:2].[OH-].[Na+]. Product: [CH2:1]([NH:3][C:4]1[CH:13]=[CH:12][C:11]([F:14])=[CH:10][C:5]=1[C:6]([OH:8])=[O:7])[CH3:2]. The catalyst class is: 7.